Dataset: Forward reaction prediction with 1.9M reactions from USPTO patents (1976-2016). Task: Predict the product of the given reaction. (1) Given the reactants [CH3:1][O:2][C:3]1[CH:4]=[C:5]2[C:10](=[CH:11][C:12]=1[O:13][CH3:14])[N:9]=[CH:8][N:7]=[C:6]2[O:15][C:16]1[CH:21]=[CH:20][C:19]([OH:22])=[CH:18][CH:17]=1.[H-].[Na+].[CH3:25][O:26][C:27](=[O:30])[CH2:28]Br.C(=O)([O-])O.[Na+], predict the reaction product. The product is: [CH3:1][O:2][C:3]1[CH:4]=[C:5]2[C:10](=[CH:11][C:12]=1[O:13][CH3:14])[N:9]=[CH:8][N:7]=[C:6]2[O:15][C:16]1[CH:21]=[CH:20][C:19]([O:22][CH2:28][C:27]([O:26][CH3:25])=[O:30])=[CH:18][CH:17]=1. (2) Given the reactants F[P-](F)(F)(F)(F)F.[N:8]1(OC(N(C)C)=[N+](C)C)[C:12]2[N:13]=[CH:14][CH:15]=C[C:11]=2[N:10]=N1.[Cl:25][C:26]1[CH:31]=[CH:30][CH:29]=[CH:28][C:27]=1[N:32]1[C:36]2=[N:37][CH:38]=[N:39][C:40]([O:41][C@@H:42]([CH2:46][O:47][CH:48]([CH3:50])[CH3:49])[C:43](O)=[O:44])=[C:35]2[CH:34]=[N:33]1.NC1C=NC=CN=1.C(N(C(C)C)C(C)C)C, predict the reaction product. The product is: [Cl:25][C:26]1[CH:31]=[CH:30][CH:29]=[CH:28][C:27]=1[N:32]1[C:36]2[N:37]=[CH:38][N:39]=[C:40]([O:41][CH:42]([CH2:46][O:47][CH:48]([CH3:49])[CH3:50])[C:43]([NH:8][C:12]3[CH:11]=[N:10][CH:15]=[CH:14][N:13]=3)=[O:44])[C:35]=2[CH:34]=[N:33]1. (3) Given the reactants [NH:1]1[CH2:5][CH2:4][C@H:3]([OH:6])[CH2:2]1.C(N(CC)CC)C.[C:14](O[C:14]([O:16][C:17]([CH3:20])([CH3:19])[CH3:18])=[O:15])([O:16][C:17]([CH3:20])([CH3:19])[CH3:18])=[O:15], predict the reaction product. The product is: [OH:6][C@H:3]1[CH2:4][CH2:5][N:1]([C:14]([O:16][C:17]([CH3:20])([CH3:19])[CH3:18])=[O:15])[CH2:2]1. (4) Given the reactants C(O[BH-](OC(=O)C)OC(=O)C)(=O)C.[Na+].[N+:15]([C:18]1[CH:25]=[CH:24][C:21]([CH:22]=O)=[CH:20][CH:19]=1)([O-:17])=[O:16].[CH:26]1([NH2:32])[CH2:31][CH2:30][CH2:29][CH2:28][CH2:27]1.[OH-].[Na+], predict the reaction product. The product is: [CH:26]1([NH:32][CH2:22][C:21]2[CH:24]=[CH:25][C:18]([N+:15]([O-:17])=[O:16])=[CH:19][CH:20]=2)[CH2:31][CH2:30][CH2:29][CH2:28][CH2:27]1. (5) Given the reactants [CH3:1][O:2][C:3](=[O:16])[C:4]1[CH:9]=[C:8]([N+:10]([O-:12])=[O:11])[C:7]([NH:13][CH3:14])=[CH:6][C:5]=1F.[CH2:17]([NH:19][CH2:20][CH3:21])[CH3:18], predict the reaction product. The product is: [CH3:1][O:2][C:3](=[O:16])[C:4]1[CH:9]=[C:8]([N+:10]([O-:12])=[O:11])[C:7]([NH:13][CH3:14])=[CH:6][C:5]=1[N:19]([CH2:20][CH3:21])[CH2:17][CH3:18]. (6) The product is: [CH2:42]1[CH:40]2[CH:36]([C:13]3[O:17][N:18]=[C:19]([NH2:24])[N:14]=3)[CH2:34][N:37]([CH2:38]2)[CH2:41]1. Given the reactants N1CCCC(C(O)=O)C1.CN([C:13]([O:17][N:18]1N=NC2C=CC=[N:24][C:19]1=2)=[N+:14](C)C)C.F[P-](F)(F)(F)(F)F.[CH:34]([N:37]([CH2:41][CH3:42])[CH:38]([CH3:40])C)([CH3:36])C, predict the reaction product. (7) Given the reactants [CH2:1]([C:3]1[CH:8]=[CH:7][C:6]([C:9]2[C:10]([C:15]([OH:17])=O)=[CH:11][CH:12]=[CH:13][CH:14]=2)=[CH:5][CH:4]=1)[CH3:2].[C:18]1([NH2:25])[CH:23]=[CH:22][C:21]([NH2:24])=[CH:20][CH:19]=1.C1C=CC2N(O)N=NC=2C=1.CCN=C=NCCCN(C)C.Cl, predict the reaction product. The product is: [NH2:24][C:21]1[CH:22]=[CH:23][C:18]([NH:25][C:15]([C:10]2[C:9]([C:6]3[CH:5]=[CH:4][C:3]([CH2:1][CH3:2])=[CH:8][CH:7]=3)=[CH:14][CH:13]=[CH:12][CH:11]=2)=[O:17])=[CH:19][CH:20]=1. (8) Given the reactants [OH:1][C:2]1[CH:3]=[C:4]2[C:9](=[CH:10][CH:11]=1)[C:8](=[O:12])[N:7]([C@H:13]1[CH2:22][CH2:21][C:20]3[C:15](=[CH:16][CH:17]=[C:18]([CH2:23][N:24]4[CH2:29][CH2:28][CH:27]([O:30][CH3:31])[CH2:26][CH2:25]4)[CH:19]=3)[CH2:14]1)[CH2:6][CH2:5]2.[O:32]1[CH2:36][CH2:35][CH2:34][C@H:33]1[CH2:37]OS(C)(=O)=O, predict the reaction product. The product is: [CH3:31][O:30][CH:27]1[CH2:26][CH2:25][N:24]([CH2:23][C:18]2[CH:19]=[C:20]3[C:15](=[CH:16][CH:17]=2)[CH2:14][C@@H:13]([N:7]2[CH2:6][CH2:5][C:4]4[C:9](=[CH:10][CH:11]=[C:2]([O:1][CH2:37][C@@H:33]5[CH2:34][CH2:35][CH2:36][O:32]5)[CH:3]=4)[C:8]2=[O:12])[CH2:22][CH2:21]3)[CH2:29][CH2:28]1. (9) Given the reactants [CH:1]1([C:4]2[CH:5]=[C:6](/[C:16](=[CH:26]\[C@H:27]3[CH2:31][CH2:30][C:29](=[O:32])[CH2:28]3)/[C:17]([NH:19][C:20]3[CH:24]=[CH:23][N:22]([CH3:25])[N:21]=3)=[O:18])[CH:7]=[CH:8][C:9]=2[S:10]([CH:13]2[CH2:15][CH2:14]2)(=[O:12])=[O:11])[CH2:3][CH2:2]1.[BH4-].[Na+].O, predict the reaction product. The product is: [CH:1]1([C:4]2[CH:5]=[C:6](/[C:16](=[CH:26]\[C@H:27]3[CH2:31][CH2:30][CH:29]([OH:32])[CH2:28]3)/[C:17]([NH:19][C:20]3[CH:24]=[CH:23][N:22]([CH3:25])[N:21]=3)=[O:18])[CH:7]=[CH:8][C:9]=2[S:10]([CH:13]2[CH2:15][CH2:14]2)(=[O:12])=[O:11])[CH2:2][CH2:3]1. (10) Given the reactants CC(C)([O-])C.[Na+].[C:7]([N:10]1[C:19]2[C:14](=[CH:15][C:16]([C:20]3[CH:30]=[CH:29][C:23]([C:24]([O:26][CH2:27][CH3:28])=[O:25])=[CH:22][CH:21]=3)=[CH:17][CH:18]=2)[C@H:13]([NH2:31])[CH2:12][C@@H:11]1[CH3:32])(=[O:9])[CH3:8].Br[C:34]1[CH:39]=[CH:38][CH:37]=[CH:36][N:35]=1.C1(P(C2CCCCC2)C2C=CC=CC=2C2C(N(C)C)=CC=CC=2)CCCCC1, predict the reaction product. The product is: [C:7]([N:10]1[C:19]2[C:14](=[CH:15][C:16]([C:20]3[CH:30]=[CH:29][C:23]([C:24]([O:26][CH2:27][CH3:28])=[O:25])=[CH:22][CH:21]=3)=[CH:17][CH:18]=2)[C@H:13]([NH:31][C:34]2[CH:39]=[CH:38][CH:37]=[CH:36][N:35]=2)[CH2:12][C@@H:11]1[CH3:32])(=[O:9])[CH3:8].